From a dataset of Reaction yield outcomes from USPTO patents with 853,638 reactions. Predict the reaction yield, written as a fraction of the theoretical maximum amount of product (1.0 means a 100% yield; for example, 0.34 means a 34% yield). (1) The reactants are C(OC([O:6][C:7]1[CH:12]=[CH:11][C:10]([C:13](=[O:15])[CH3:14])=[CH:9][CH:8]=1)C)C.[C:16](OCC)(=[O:21])[CH2:17][CH2:18][CH2:19][CH3:20].[H-].[Na+]. The catalyst is O1CCOCC1. The product is [OH:6][C:7]1[CH:8]=[CH:9][C:10]([C:13](=[O:15])[CH2:14][C:16](=[O:21])[CH2:17][CH2:18][CH2:19][CH3:20])=[CH:11][CH:12]=1. The yield is 0.520. (2) The reactants are Br[C:2]1[C:3](=[O:13])[C:4]2[C:9]([C:10](=[O:12])[CH:11]=1)=[CH:8][CH:7]=[CH:6][CH:5]=2.[CH2:14]([NH2:17])[C:15]#[CH:16]. The catalyst is CCO. The product is [CH2:14]([NH:17][C:2]1[C:3](=[O:13])[C:4]2[C:9]([C:10](=[O:12])[CH:11]=1)=[CH:8][CH:7]=[CH:6][CH:5]=2)[C:15]#[CH:16]. The yield is 0.200. (3) The reactants are [CH3:1][O:2][CH2:3][CH2:4][O:5][CH2:6][O:7][C:8]1[CH:13]=[CH:12][CH:11]=[CH:10][C:9]=1[N:14]1[CH2:19][CH2:18][N:17](C(OC(C)(C)C)=O)[CH2:16][CH2:15]1.C(=O)([O-])[O-].[K+].[K+]. The catalyst is C(O)(C(F)(F)F)=O.CCOCC.C(Cl)Cl. The product is [CH3:1][O:2][CH2:3][CH2:4][O:5][CH2:6][O:7][C:8]1[CH:13]=[CH:12][CH:11]=[CH:10][C:9]=1[N:14]1[CH2:19][CH2:18][NH:17][CH2:16][CH2:15]1. The yield is 0.690. (4) The reactants are C([N-]C(C)C)(C)C.[Li+].[F:9][C:10]1[CH:15]=[CH:14][C:13]([CH2:16][C:17]([O:19][CH3:20])=[O:18])=[CH:12][CH:11]=1.[CH3:21][S:22][C:23]1[N:28]=[C:27]([CH:29]=[O:30])[CH:26]=[CH:25][N:24]=1. The catalyst is C1COCC1. The product is [CH3:20][O:19][C:17](=[O:18])[CH:16]([C:13]1[CH:12]=[CH:11][C:10]([F:9])=[CH:15][CH:14]=1)[CH:29]([C:27]1[CH:26]=[CH:25][N:24]=[C:23]([S:22][CH3:21])[N:28]=1)[OH:30]. The yield is 0.760. (5) The reactants are [N:1]12[CH2:8][CH2:7][C:4]([C:9]([C:17]3[CH:22]=[CH:21][CH:20]=[CH:19][CH:18]=3)([C:11]3[CH:16]=[CH:15][CH:14]=[CH:13][CH:12]=3)[OH:10])([CH2:5][CH2:6]1)[CH2:3][CH2:2]2.[CH3:23][O:24][CH2:25][CH2:26][Br:27]. The catalyst is CC#N. The product is [Br-:27].[OH:10][C:9]([C:17]1[CH:22]=[CH:21][CH:20]=[CH:19][CH:18]=1)([C:11]1[CH:12]=[CH:13][CH:14]=[CH:15][CH:16]=1)[C:4]12[CH2:5][CH2:6][N+:1]([CH2:26][CH2:25][O:24][CH3:23])([CH2:2][CH2:3]1)[CH2:8][CH2:7]2. The yield is 0.428. (6) The reactants are [NH2:1][C:2]1[C:3](=[O:13])[N:4]([CH2:10][CH2:11][CH3:12])[C:5](=[O:9])[NH:6][C:7]=1[NH2:8].[F:14][C:15]1[CH:20]=[C:19]([F:21])[CH:18]=[CH:17][C:16]=1[N:22]1[C:26](=[O:27])[CH2:25][CH:24]([CH2:28][N:29]2[CH:33]=[C:32]([C:34](O)=[O:35])[CH:31]=[N:30]2)[CH2:23]1.CCN=C=NCCCN(C)C.Cl. The catalyst is CO. The product is [NH2:8][C:7]1[NH:6][C:5](=[O:9])[N:4]([CH2:10][CH2:11][CH3:12])[C:3](=[O:13])[C:2]=1[NH:1][C:34]([C:32]1[CH:31]=[N:30][N:29]([CH2:28][CH:24]2[CH2:25][C:26](=[O:27])[N:22]([C:16]3[CH:17]=[CH:18][C:19]([F:21])=[CH:20][C:15]=3[F:14])[CH2:23]2)[CH:33]=1)=[O:35]. The yield is 0.600. (7) The reactants are Br[CH2:2][C:3]([CH3:5])=[CH2:4].CN(C=O)C.[CH3:11][C:12]1[C:17]([CH3:18])=[CH:16][C:15]([CH3:19])=[CH:14][C:13]=1[OH:20].C(=O)([O-])[O-].[K+].[K+]. The catalyst is O.C(OCC)(=O)C. The product is [CH3:18][C:17]1[CH:16]=[C:15]([CH3:19])[CH:14]=[C:13]([O:20][CH2:4][C:3]([CH3:5])=[CH2:2])[C:12]=1[CH3:11]. The yield is 0.960.